This data is from Peptide-MHC class I binding affinity with 185,985 pairs from IEDB/IMGT. The task is: Regression. Given a peptide amino acid sequence and an MHC pseudo amino acid sequence, predict their binding affinity value. This is MHC class I binding data. (1) The binding affinity (normalized) is 0.0847. The MHC is HLA-A01:01 with pseudo-sequence HLA-A01:01. The peptide sequence is PILPKLFIL. (2) The peptide sequence is MVFGRFSFA. The MHC is HLA-B15:01 with pseudo-sequence HLA-B15:01. The binding affinity (normalized) is 0.0847. (3) The peptide sequence is SPAIFQSSM. The MHC is HLA-B15:03 with pseudo-sequence HLA-B15:03. The binding affinity (normalized) is 0.300. (4) The peptide sequence is AMEGGTTKA. The MHC is HLA-A02:16 with pseudo-sequence HLA-A02:16. The binding affinity (normalized) is 0.249. (5) The peptide sequence is AMAAQLQAV. The MHC is HLA-A02:02 with pseudo-sequence HLA-A02:02. The binding affinity (normalized) is 0.949. (6) The peptide sequence is TIAGGVCYYL. The MHC is HLA-A02:01 with pseudo-sequence HLA-A02:01. The binding affinity (normalized) is 1.00. (7) The peptide sequence is YSIKVSARV. The MHC is Patr-B0101 with pseudo-sequence Patr-B0101. The binding affinity (normalized) is 0.457. (8) The peptide sequence is KQYLNLYPV. The MHC is HLA-A03:01 with pseudo-sequence HLA-A03:01. The binding affinity (normalized) is 0. (9) The peptide sequence is YEEAGRGSM. The MHC is HLA-B39:01 with pseudo-sequence HLA-B39:01. The binding affinity (normalized) is 0.213.